Task: Predict the reactants needed to synthesize the given product.. Dataset: Full USPTO retrosynthesis dataset with 1.9M reactions from patents (1976-2016) (1) Given the product [CH2:11]1[CH2:10][O:9][C:8]23[O:13][CH2:14][CH2:1][O:2][C:3]2([C@:4]2([CH2:27][CH2:26][C@H:25]4[C@@H:15]([CH2:16][C@H:17]([CH2:28][CH2:29][OH:31])[CH:18]5[C@:23]4([CH3:24])[CH2:22][CH2:21][CH2:20][CH2:19]5)[C@@H:6]2[CH2:7]3)[CH3:5])[O:12]1, predict the reactants needed to synthesize it. The reactants are: [CH2:1]1[CH2:14][O:13][C:8]23[O:9][CH2:10][CH2:11][O:12][C:3]2([C@:4]2([CH2:27][CH2:26][C@H:25]4[C@@H:15]([CH2:16][C@H:17]([CH:28]=[CH2:29])[CH:18]5[C@:23]4([CH3:24])[CH2:22][CH2:21][CH2:20][CH2:19]5)[C@@H:6]2[CH2:7]3)[CH3:5])[O:2]1.C1COC23OCCOC2([C@]2(CC[C@H]4[C@@H](C[C@@H](CO)C5[C@]4(C)CCCC5)[C@@H]2C3)C)[O:31]1. (2) Given the product [Cl:24][C:17]1[CH:18]=[C:19]([CH:22]=[CH:23][C:16]=1[O:15][CH2:48][C:47]1[C:12]([CH3:13])=[C:14]([C:30]2[CH:25]=[CH:26][CH:27]=[CH:28][CH:29]=2)[CH:44]=[CH:50][CH:46]=1)[CH:20]=[O:21], predict the reactants needed to synthesize it. The reactants are: N(C(O[CH:12]([CH3:14])[CH3:13])=O)=NC(OC(C)C)=O.[OH:15][C:16]1[CH:23]=[CH:22][C:19]([CH:20]=[O:21])=[CH:18][C:17]=1[Cl:24].[C:25]1(P([C:25]2[CH:30]=[CH:29][CH:28]=[CH:27][CH:26]=2)[C:25]2[CH:30]=[CH:29][CH:28]=[CH:27][CH:26]=2)[CH:30]=[CH:29][CH:28]=[CH:27][CH:26]=1.[CH3:44]O.[CH2:46]1[CH2:50]O[CH2:48][CH2:47]1. (3) Given the product [O:27]=[C:25]1[C:23]2[CH:22]=[CH:21][N:20]=[C:19]3[NH:18][CH:17]=[C:16]([C:24]=23)[CH2:15][N:14]1[CH2:13][CH:10]1[CH2:11][CH2:12][N:8]([C:6]([O:5][C:1]([CH3:3])([CH3:4])[CH3:2])=[O:7])[CH2:9]1, predict the reactants needed to synthesize it. The reactants are: [C:1]([O:5][C:6]([N:8]1[CH2:12][CH2:11][CH:10]([CH2:13][NH:14][CH2:15][C:16]2[C:24]3[C:23]([C:25]([OH:27])=O)=[CH:22][CH:21]=[N:20][C:19]=3[NH:18][CH:17]=2)[CH2:9]1)=[O:7])([CH3:4])([CH3:3])[CH3:2].CN(C(ON1N=NC2C=CC=NC1=2)=[N+](C)C)C.F[P-](F)(F)(F)(F)F. (4) Given the product [F:24][CH:23]([F:25])[C:15]1[N:14]([C:4]2[N:3]=[C:2]([C:30]#[C:29][CH2:28][O:27][CH3:26])[CH:7]=[C:6]([N:8]3[CH2:13][CH2:12][O:11][CH2:10][CH2:9]3)[N:5]=2)[C:18]2[CH:19]=[CH:20][CH:21]=[CH:22][C:17]=2[N:16]=1, predict the reactants needed to synthesize it. The reactants are: Cl[C:2]1[CH:7]=[C:6]([N:8]2[CH2:13][CH2:12][O:11][CH2:10][CH2:9]2)[N:5]=[C:4]([N:14]2[C:18]3[CH:19]=[CH:20][CH:21]=[CH:22][C:17]=3[N:16]=[C:15]2[CH:23]([F:25])[F:24])[N:3]=1.[CH3:26][O:27][CH2:28][C:29]#[CH:30].C(=O)([O-])[O-].[K+].[K+].[Cl-].[NH4+]. (5) Given the product [N+:1]([C:8]1[C:7]([C:6]([F:5])([F:18])[F:19])=[CH:12][C:11]([C:13]([F:14])([F:15])[F:16])=[CH:10][C:9]=1[OH:17])([O-:4])=[O:2].[N+:1]([C:12]1[C:7]([C:6]([F:18])([F:19])[F:5])=[CH:8][C:9]([OH:17])=[CH:10][C:11]=1[C:13]([F:15])([F:14])[F:16])([O-:3])=[O:2], predict the reactants needed to synthesize it. The reactants are: [N+:1]([O-:4])([OH:3])=[O:2].[F:5][C:6]([F:19])([F:18])[C:7]1[CH:8]=[C:9]([OH:17])[CH:10]=[C:11]([C:13]([F:16])([F:15])[F:14])[CH:12]=1. (6) The reactants are: [CH:1]1([C@H:4]([NH:8][C:9]([C:11]2[C:12]3[CH2:13][C@H:14]4[CH2:27][C@H:15]4[C:16]=3[N:17]([C:19]3[CH:24]=[CH:23][C:22]([F:25])=[CH:21][C:20]=3[F:26])[N:18]=2)=[O:10])[C:5](O)=[O:6])[CH2:3][CH2:2]1.B.C([O-])(O)=O.[Na+]. Given the product [CH:1]1([C@H:4]([NH:8][C:9]([C:11]2[C:12]3[CH2:13][C@H:14]4[CH2:27][C@H:15]4[C:16]=3[N:17]([C:19]3[CH:24]=[CH:23][C:22]([F:25])=[CH:21][C:20]=3[F:26])[N:18]=2)=[O:10])[CH2:5][OH:6])[CH2:3][CH2:2]1, predict the reactants needed to synthesize it. (7) Given the product [F:7][C:8]1[CH:9]=[CH:10][C:11]([CH:14]([CH2:20][OH:21])[CH2:15][OH:16])=[CH:12][CH:13]=1, predict the reactants needed to synthesize it. The reactants are: [H-].[Al+3].[Li+].[H-].[H-].[H-].[F:7][C:8]1[CH:13]=[CH:12][C:11]([CH:14]([C:20](OCC)=[O:21])[C:15](OCC)=[O:16])=[CH:10][CH:9]=1.Cl. (8) The reactants are: C([N:3]([CH2:6][CH3:7])[CH2:4]C)C.C1C=CC([O:14]P(OC2C=CC=CC=2)(N=[N+]=[N-])=O)=CC=1.C1(C)C=CC=CC=1.[Cl:34][C:35]1[CH:40]=[CH:39][C:38]([S:41]([CH:44]([C:51]2[CH:56]=[C:55]([F:57])[CH:54]=[CH:53][C:52]=2[F:58])[CH2:45]CCC(O)=O)(=[O:43])=[O:42])=[CH:37][CH:36]=1.[CH3:59][C:60]([OH:63])([CH3:62])[CH3:61]. Given the product [Cl:34][C:35]1[CH:36]=[CH:37][C:38]([S:41]([CH:44]([C:51]2[CH:56]=[C:55]([F:57])[CH:54]=[CH:53][C:52]=2[F:58])[CH2:45][CH2:7][CH2:6][NH:3][C:4](=[O:14])[O:63][C:60]([CH3:62])([CH3:61])[CH3:59])(=[O:43])=[O:42])=[CH:39][CH:40]=1, predict the reactants needed to synthesize it. (9) Given the product [CH3:18][N:16]1[CH:17]=[C:13]([C:10]2[CH:9]=[CH:8][C:7]([OH:6])=[CH:12][CH:11]=2)[C:14]([C:19]2[CH:20]=[CH:21][C:22]([C:25]#[C:26][C:27]3[CH:36]=[CH:35][C:34]4[C:29](=[CH:30][CH:31]=[CH:32][CH:33]=4)[N:28]=3)=[CH:23][CH:24]=2)=[N:15]1, predict the reactants needed to synthesize it. The reactants are: B(Br)(Br)Br.C[O:6][C:7]1[CH:12]=[CH:11][C:10]([C:13]2[C:14]([C:19]3[CH:24]=[CH:23][C:22]([C:25]#[C:26][C:27]4[CH:36]=[CH:35][C:34]5[C:29](=[CH:30][CH:31]=[CH:32][CH:33]=5)[N:28]=4)=[CH:21][CH:20]=3)=[N:15][N:16]([CH3:18])[CH:17]=2)=[CH:9][CH:8]=1.C([O-])(O)=O.[Na+].